This data is from Peptide-MHC class II binding affinity with 134,281 pairs from IEDB. The task is: Regression. Given a peptide amino acid sequence and an MHC pseudo amino acid sequence, predict their binding affinity value. This is MHC class II binding data. (1) The peptide sequence is LGAVYRYKKLKEMSA. The MHC is DRB1_0701 with pseudo-sequence DRB1_0701. The binding affinity (normalized) is 0.258. (2) The peptide sequence is PQPEQPQQPFPQPQ. The MHC is HLA-DQA10501-DQB10201 with pseudo-sequence HLA-DQA10501-DQB10201. The binding affinity (normalized) is 0.